This data is from Forward reaction prediction with 1.9M reactions from USPTO patents (1976-2016). The task is: Predict the product of the given reaction. Given the reactants N1C2C(=CC=CC=2)C=NC=1.[Cl:11][C:12]1[CH:13]=[C:14]([C:16]([F:20])=[CH:17][C:18]=1[Cl:19])[NH2:15].Cl[C:22]1[C:31]2[C:26](=[CH:27][C:28]([F:35])=[C:29]([N+:32]([O-:34])=[O:33])[CH:30]=2)[N:25]=[CH:24][N:23]=1, predict the reaction product. The product is: [Cl:11][C:12]1[CH:13]=[C:14]([NH:15][C:22]2[C:31]3[C:26](=[CH:27][C:28]([F:35])=[C:29]([N+:32]([O-:34])=[O:33])[CH:30]=3)[N:25]=[CH:24][N:23]=2)[C:16]([F:20])=[CH:17][C:18]=1[Cl:19].